From a dataset of Forward reaction prediction with 1.9M reactions from USPTO patents (1976-2016). Predict the product of the given reaction. (1) Given the reactants C(O[C:6]([N:8]1[CH2:12][C:11](=[N:13][O:14][CH3:15])[CH2:10][C@H:9]1[C:16]([OH:18])=O)=[O:7])(C)(C)C.[CH3:19][C:20]1[CH:25]=[CH:24][CH:23]=[CH:22][C:21]=1[C:26]1[CH:31]=[CH:30][C:29](C(O)=O)=[C:28]([CH3:35])[CH:27]=1.[NH2:36][CH2:37][CH:38]([C:40]1[CH:45]=[CH:44][CH:43]=[CH:42][CH:41]=1)[OH:39], predict the reaction product. The product is: [CH3:19][C:20]1[CH:25]=[CH:24][CH:23]=[CH:22][C:21]=1[C:26]1[CH:31]=[CH:30][C:29]([C:6]([N:8]2[CH2:12][C:11](=[N:13][O:14][CH3:15])[CH2:10][C@H:9]2[C:16]([NH:36][CH2:37][CH:38]([OH:39])[C:40]2[CH:45]=[CH:44][CH:43]=[CH:42][CH:41]=2)=[O:18])=[O:7])=[C:28]([CH3:35])[CH:27]=1. (2) The product is: [CH3:1][O:2][CH2:3][C@@H:4]([NH:11][C:12]([NH:14][C:15]1[N:20]=[CH:19][C:18]2[C:21]([N:24]3[CH2:29][CH2:28][O:27][C@H:26]([CH3:30])[CH2:25]3)=[N:22][NH:23][C:17]=2[CH:16]=1)=[O:13])[C:5]1[CH:6]=[CH:7][CH:8]=[CH:9][CH:10]=1. Given the reactants [CH3:1][O:2][CH2:3][C@@H:4]([NH:11][C:12]([NH:14][C:15]1[N:20]=[CH:19][C:18]2[C:21]([N:24]3[CH2:29][CH2:28][O:27][CH:26]([CH3:30])[CH2:25]3)=[N:22][NH:23][C:17]=2[CH:16]=1)=[O:13])[C:5]1[CH:10]=[CH:9][CH:8]=[CH:7][CH:6]=1.CO.COC[C@@H](NC(NC1N=CC2C(N3CCO[C@@H](C)C3)=NNC=2C=1)=O)C1C=CC=CC=1, predict the reaction product. (3) The product is: [CH3:1][S:2]([O:5][CH2:6][C@H:7]1[CH2:11][C@@H:10]([O:12][Si:13]([C:16]([CH3:17])([CH3:18])[CH3:19])([CH3:15])[CH3:14])[C@H:9](/[CH:20]=[CH:21]/[C@@H:22]([O:28][Si:29]([C:32]([CH3:35])([CH3:34])[CH3:33])([CH3:30])[CH3:31])[CH2:23][CH2:24][CH2:25][CH2:26][CH3:27])[C@H:8]1[CH2:36][C:37]1[CH:42]=[CH:41][CH:40]=[C:39]([OH:43])[CH:38]=1)(=[O:4])=[O:3]. Given the reactants [CH3:1][S:2]([O:5][CH2:6][C@H:7]1[CH2:11][C@@H:10]([O:12][Si:13]([C:16]([CH3:19])([CH3:18])[CH3:17])([CH3:15])[CH3:14])[C@H:9](/[CH:20]=[CH:21]/[C@@H:22]([O:28][Si:29]([C:32]([CH3:35])([CH3:34])[CH3:33])([CH3:31])[CH3:30])[CH2:23][CH2:24][CH2:25][CH2:26][CH3:27])[C@H:8]1[CH2:36][C:37]1[CH:42]=[CH:41][CH:40]=[C:39]([O:43]CC2C=CC=CC=2)[CH:38]=1)(=[O:4])=[O:3].[OH-].[K+], predict the reaction product. (4) The product is: [C:1]([C:5]1[NH:9][C:8]([N+:10]([O-:12])=[O:11])=[C:7]([C:13]([N:28]2[CH2:27][CH2:26][NH:25][C:24](=[O:29])[C:23]2([CH3:30])[CH3:22])=[O:15])[CH:6]=1)([CH3:2])([CH3:3])[CH3:4]. Given the reactants [C:1]([C:5]1[NH:9][C:8]([N+:10]([O-:12])=[O:11])=[C:7]([C:13]([OH:15])=O)[CH:6]=1)([CH3:4])([CH3:3])[CH3:2].P(Cl)(Cl)(Cl)(Cl)Cl.[CH3:22][C:23]1([CH3:30])[NH:28][CH2:27][CH2:26][NH:25][C:24]1=[O:29].C(NCC)C.C([O-])(O)=O.[Na+], predict the reaction product. (5) Given the reactants C([O-])([O-])=O.[K+].[K+].[CH:7]1([CH2:10][C:11]([OH:13])=[O:12])[CH2:9][CH2:8]1.[CH:14]1[CH:19]=[CH:18][C:17]([CH2:20]Br)=[CH:16][CH:15]=1, predict the reaction product. The product is: [CH:7]1([CH2:10][C:11]([O:13][CH2:20][C:17]2[CH:18]=[CH:19][CH:14]=[CH:15][CH:16]=2)=[O:12])[CH2:9][CH2:8]1. (6) Given the reactants [OH:1][CH2:2][C@H:3]1[CH2:7][CH2:6][CH2:5][N:4]1[C:8]1[C:9]([C:22]2[CH:27]=[CH:26][CH:25]=[CH:24][CH:23]=2)=[N:10][C:11]2[C:16]([N:17]=1)=[CH:15][C:14]([C:18]([O:20]C)=[O:19])=[CH:13][CH:12]=2.[OH-].[Na+], predict the reaction product. The product is: [OH:1][CH2:2][C@H:3]1[CH2:7][CH2:6][CH2:5][N:4]1[C:8]1[C:9]([C:22]2[CH:27]=[CH:26][CH:25]=[CH:24][CH:23]=2)=[N:10][C:11]2[C:16]([N:17]=1)=[CH:15][C:14]([C:18]([OH:20])=[O:19])=[CH:13][CH:12]=2. (7) Given the reactants Br[C:2]1[CH:8]=[CH:7][C:5]([NH2:6])=[C:4]([N+:9]([O-:11])=[O:10])[CH:3]=1.[N:12]1[CH:17]=[CH:16][CH:15]=[C:14](B(O)O)[CH:13]=1.P([O-])([O-])([O-])=O.[K+].[K+].[K+], predict the reaction product. The product is: [N:12]1[CH:17]=[CH:16][CH:15]=[C:14]([C:2]2[CH:8]=[CH:7][C:5]([NH2:6])=[C:4]([N+:9]([O-:11])=[O:10])[CH:3]=2)[CH:13]=1. (8) Given the reactants C(O)(=O)C.[Br:5][C:6]1[S:10][C:9]([NH2:11])=[N:8][CH:7]=1.C(O[BH-](OC(=O)C)OC(=O)C)(=O)C.[Na+].[CH:26]1([CH:29]=O)[CH2:28][CH2:27]1, predict the reaction product. The product is: [Br:5][C:6]1[S:10][C:9]([NH:11][CH2:29][CH:26]2[CH2:28][CH2:27]2)=[N:8][CH:7]=1. (9) Given the reactants [F:1][C:2]([F:12])([F:11])[C:3]1[CH:10]=[CH:9][CH:8]=[CH:7][C:4]=1[CH2:5]Br.[SH:13][CH2:14][C@H:15]([NH:19][C@@H:20]([C:25]1[CH:30]=[CH:29][C:28]([F:31])=[CH:27][CH:26]=1)[C:21]([F:24])([F:23])[F:22])[C:16]([OH:18])=O.Cl.[NH2:33][C:34]1([C:37]#[N:38])[CH2:36][CH2:35]1.CCN(C(C)C)C(C)C.CN(C([O:55]N1N=NC2C=CC=NC1=2)=[N+](C)C)C.F[P-](F)(F)(F)(F)F.[OH-:72].[Na+], predict the reaction product. The product is: [C:37]([C:34]1([NH:33][C:16](=[O:18])[C@@H:15]([NH:19][C@@H:20]([C:25]2[CH:30]=[CH:29][C:28]([F:31])=[CH:27][CH:26]=2)[C:21]([F:24])([F:23])[F:22])[CH2:14][S:13]([CH2:5][C:4]2[CH:7]=[CH:8][CH:9]=[CH:10][C:3]=2[C:2]([F:12])([F:11])[F:1])(=[O:55])=[O:72])[CH2:36][CH2:35]1)#[N:38]. (10) Given the reactants [CH2:1]([N:4]1[C:12]2[C:7](=[CH:8][CH:9]=[CH:10][C:11]=2[C:13]([F:16])([F:15])[F:14])[C:6]([C:17]2[CH:22]=[CH:21][C:20]([O:23]C)=[CH:19][C:18]=2[O:25]C)=[N:5]1)[CH:2]=[CH2:3].C1CCCCC=1.B(Br)(Br)Br.O, predict the reaction product. The product is: [CH2:1]([N:4]1[C:12]2[C:7](=[CH:8][CH:9]=[CH:10][C:11]=2[C:13]([F:16])([F:15])[F:14])[C:6]([C:17]2[CH:22]=[CH:21][C:20]([OH:23])=[CH:19][C:18]=2[OH:25])=[N:5]1)[CH:2]=[CH2:3].